Dataset: Forward reaction prediction with 1.9M reactions from USPTO patents (1976-2016). Task: Predict the product of the given reaction. Given the reactants [NH2:1][C:2]1[CH:10]=[CH:9][CH:8]=[C:7]([CH3:11])[C:3]=1[C:4]([OH:6])=[O:5].[C:12](Cl)(=O)[CH:13]([CH3:15])[CH3:14].C(N(CC)CC)C, predict the reaction product. The product is: [CH3:11][C:7]1[C:3]2[C:4](=[O:6])[O:5][C:12]([CH:13]([CH3:15])[CH3:14])=[N:1][C:2]=2[CH:10]=[CH:9][CH:8]=1.